Dataset: Forward reaction prediction with 1.9M reactions from USPTO patents (1976-2016). Task: Predict the product of the given reaction. Given the reactants C([O:3][C:4](=O)[CH2:5][C:6]1([OH:19])[CH2:11][CH2:10][N:9]([C:12]([O:14][C:15]([CH3:18])([CH3:17])[CH3:16])=[O:13])[CH2:8][CH2:7]1)C.[H-].[Al+3].[Li+].[H-].[H-].[H-].[OH-].[Na+].CC(OI1(OC(C)=O)(OC(C)=O)OC(=O)C2C=CC=CC1=2)=O, predict the reaction product. The product is: [OH:19][C:6]1([CH2:5][CH2:4][OH:3])[CH2:11][CH2:10][N:9]([C:12]([O:14][C:15]([CH3:16])([CH3:17])[CH3:18])=[O:13])[CH2:8][CH2:7]1.